From a dataset of Forward reaction prediction with 1.9M reactions from USPTO patents (1976-2016). Predict the product of the given reaction. (1) Given the reactants C[O-].[Na+].CO.Br.[O:7]1[CH2:12][CH2:11][N:10]([C:13]([NH2:15])=[NH:14])[CH2:9][CH2:8]1.[CH3:16][CH:17]([C:23](OCC)=[O:24])[C:18](OCC)=[O:19], predict the reaction product. The product is: [CH3:16][C:17]1[C:23]([OH:24])=[N:14][C:13]([N:10]2[CH2:11][CH2:12][O:7][CH2:8][CH2:9]2)=[N:15][C:18]=1[OH:19]. (2) Given the reactants [NH2:1][C:2]1[C:3]([N+:12]([O-])=O)=[N:4][CH:5]=[C:6]([CH:11]=1)[C:7]([O:9][CH3:10])=[O:8].[H][H], predict the reaction product. The product is: [NH2:1][C:2]1[C:3]([NH2:12])=[N:4][CH:5]=[C:6]([CH:11]=1)[C:7]([O:9][CH3:10])=[O:8]. (3) The product is: [CH3:11][C:8]1[N:9]=[CH:10][C:5]([O:4][C:3]2[CH:12]=[CH:13][C:14]([NH2:16])=[CH:15][C:2]=2[CH3:1])=[CH:6][CH:7]=1. Given the reactants [CH3:1][C:2]1[CH:15]=[C:14]([N+:16]([O-])=O)[CH:13]=[CH:12][C:3]=1[O:4][C:5]1[CH:6]=[CH:7][C:8]([CH3:11])=[N:9][CH:10]=1, predict the reaction product. (4) Given the reactants [CH3:1][O:2][C:3]1[CH:4]=[C:5]([C:25]2[CH2:26][CH2:27][N:28]([CH3:31])[CH2:29][CH:30]=2)[CH:6]=[C:7]2[C:11]=1[C:10](=[O:12])[N:9]([CH2:13][C:14]1[CH:19]=[CH:18][C:17]([O:20][C:21]([F:24])([F:23])[F:22])=[CH:16][CH:15]=1)[CH2:8]2.[H][H], predict the reaction product. The product is: [CH3:1][O:2][C:3]1[CH:4]=[C:5]([CH:25]2[CH2:26][CH2:27][N:28]([CH3:31])[CH2:29][CH2:30]2)[CH:6]=[C:7]2[C:11]=1[C:10](=[O:12])[N:9]([CH2:13][C:14]1[CH:15]=[CH:16][C:17]([O:20][C:21]([F:22])([F:23])[F:24])=[CH:18][CH:19]=1)[CH2:8]2.